From a dataset of Full USPTO retrosynthesis dataset with 1.9M reactions from patents (1976-2016). Predict the reactants needed to synthesize the given product. (1) Given the product [CH3:20][S:21]([O:12][CH2:11][CH:7]1[C:5]2[N:6]=[C:2]([NH2:1])[S:3][C:4]=2[CH2:10][CH2:9][CH2:8]1)(=[O:23])=[O:22], predict the reactants needed to synthesize it. The reactants are: [NH2:1][C:2]1[S:3][C:4]2[CH2:10][CH2:9][CH2:8][CH:7]([CH2:11][OH:12])[C:5]=2[N:6]=1.CCN(CC)CC.[CH3:20][S:21](Cl)(=[O:23])=[O:22]. (2) Given the product [CH2:12]([NH:19][C:20]([C:22]1[S:26][C:25]([N:3]2[CH:4]=[CH:5][CH:6]=[C:7]([C:8]([F:9])([F:11])[F:10])[C:2]2=[O:1])=[N:24][C:23]=1[CH3:28])=[O:21])[C:13]1[CH:14]=[CH:15][CH:16]=[CH:17][CH:18]=1, predict the reactants needed to synthesize it. The reactants are: [OH:1][C:2]1[C:7]([C:8]([F:11])([F:10])[F:9])=[CH:6][CH:5]=[CH:4][N:3]=1.[CH2:12]([NH:19][C:20]([C:22]1[S:26][C:25](Br)=[N:24][C:23]=1[CH3:28])=[O:21])[C:13]1[CH:18]=[CH:17][CH:16]=[CH:15][CH:14]=1. (3) Given the product [CH3:11][C:12]1[CH:13]=[C:14]([CH2:18][C:20]2[CH:25]=[CH:24][C:23]([CH2:26][NH2:27])=[CH:22][CH:21]=2)[S:15][C:16]=1[CH3:17], predict the reactants needed to synthesize it. The reactants are: [H-].[Al+3].[Li+].[H-].[H-].[H-].[Cl-].[Al+3].[Cl-].[Cl-].[CH3:11][C:12]1[CH:13]=[C:14]([CH:18]([C:20]2[CH:25]=[CH:24][C:23]([C:26]#[N:27])=[CH:22][CH:21]=2)O)[S:15][C:16]=1[CH3:17].N. (4) Given the product [Br:8][C:16]1[CH:15]=[CH:14][C:13]([OH:20])=[C:12]2[C:17]=1[CH:18]=[N:19][C:10]([Cl:9])=[N:11]2, predict the reactants needed to synthesize it. The reactants are: C1C(=O)N([Br:8])C(=O)C1.[Cl:9][C:10]1[N:19]=[CH:18][C:17]2[C:12](=[C:13]([OH:20])[CH:14]=[CH:15][CH:16]=2)[N:11]=1. (5) Given the product [Cl:1][C:2]1[CH:7]=[CH:6][C:5]([N:8]([CH2:15][CH3:16])[CH:9]2[CH2:14][CH2:13][N:12]([CH2:28][CH2:29][CH:30]=[C:31]3[C:37]4[CH:38]=[CH:39][CH:40]=[N:41][C:36]=4[CH2:35][O:34][C:33]4[CH:42]=[CH:43][C:44]([C:46]([OH:49])([CH3:48])[CH3:47])=[CH:45][C:32]3=4)[CH2:11][CH2:10]2)=[CH:4][CH:3]=1, predict the reactants needed to synthesize it. The reactants are: [Cl:1][C:2]1[CH:7]=[CH:6][C:5]([N:8]([CH2:15][CH3:16])[CH:9]2[CH2:14][CH2:13][NH:12][CH2:11][CH2:10]2)=[CH:4][CH:3]=1.N1C(C)=CC=CC=1C.[I-].[K+].Br[CH2:28][CH2:29][CH:30]=[C:31]1[C:37]2[CH:38]=[CH:39][CH:40]=[N:41][C:36]=2[CH2:35][O:34][C:33]2[CH:42]=[CH:43][C:44]([C:46]([OH:49])([CH3:48])[CH3:47])=[CH:45][C:32]1=2. (6) Given the product [C:1]([C:3]1[CH:4]=[C:5]2[C:9](=[CH:10][CH:11]=1)[NH:8][CH:7]=[C:6]2[I:14])#[N:2], predict the reactants needed to synthesize it. The reactants are: [C:1]([C:3]1[CH:4]=[C:5]2[C:9](=[CH:10][CH:11]=1)[NH:8][CH:7]=[CH:6]2)#[N:2].[OH-].[Na+].[I:14]I.S([O-])([O-])(=O)=S.[Na+].[Na+]. (7) Given the product [Cl:14][C:12]1[CH:11]=[CH:10][C:9]([O:15][CH3:16])=[C:8]([C:6]2[N:5]=[C:4]([CH3:17])[N:3]=[C:2]([NH:23][C:22]3[CH:24]=[CH:25][C:19]([Cl:18])=[CH:20][CH:21]=3)[CH:7]=2)[CH:13]=1, predict the reactants needed to synthesize it. The reactants are: Cl[C:2]1[CH:7]=[C:6]([C:8]2[CH:13]=[C:12]([Cl:14])[CH:11]=[CH:10][C:9]=2[O:15][CH3:16])[N:5]=[C:4]([CH3:17])[N:3]=1.[Cl:18][C:19]1[CH:25]=[CH:24][C:22]([NH2:23])=[CH:21][CH:20]=1.C1(P(C2C=CC=CC=2)C2C=CC3C(=CC=CC=3)C=2C2C3C(=CC=CC=3)C=CC=2P(C2C=CC=CC=2)C2C=CC=CC=2)C=CC=CC=1.CC(C)([O-])C.[Na+]. (8) Given the product [C:4]1([C:10]2[N:15]=[CH:14][C:13]([C:16]3([C:19]([OH:21])=[O:20])[CH2:18][CH2:17]3)=[CH:12][CH:11]=2)[CH:5]=[CH:6][CH:7]=[CH:8][CH:9]=1, predict the reactants needed to synthesize it. The reactants are: O.[OH-].[Li+].[C:4]1([C:10]2[N:15]=[CH:14][C:13]([C:16]3([C:19]([O:21]CC)=[O:20])[CH2:18][CH2:17]3)=[CH:12][CH:11]=2)[CH:9]=[CH:8][CH:7]=[CH:6][CH:5]=1.